From a dataset of NCI-60 drug combinations with 297,098 pairs across 59 cell lines. Regression. Given two drug SMILES strings and cell line genomic features, predict the synergy score measuring deviation from expected non-interaction effect. (1) Drug 1: COC1=CC(=CC(=C1O)OC)C2C3C(COC3=O)C(C4=CC5=C(C=C24)OCO5)OC6C(C(C7C(O6)COC(O7)C8=CC=CS8)O)O. Drug 2: CCC(=C(C1=CC=CC=C1)C2=CC=C(C=C2)OCCN(C)C)C3=CC=CC=C3.C(C(=O)O)C(CC(=O)O)(C(=O)O)O. Cell line: COLO 205. Synergy scores: CSS=44.9, Synergy_ZIP=9.01, Synergy_Bliss=10.5, Synergy_Loewe=-19.5, Synergy_HSA=4.97. (2) Drug 1: C1=CC(=C2C(=C1NCCNCCO)C(=O)C3=C(C=CC(=C3C2=O)O)O)NCCNCCO. Drug 2: C(CCl)NC(=O)N(CCCl)N=O. Cell line: OVCAR-5. Synergy scores: CSS=10.7, Synergy_ZIP=-7.50, Synergy_Bliss=-3.51, Synergy_Loewe=-33.5, Synergy_HSA=-4.92. (3) Drug 1: CC1=C2C(C(=O)C3(C(CC4C(C3C(C(C2(C)C)(CC1OC(=O)C(C(C5=CC=CC=C5)NC(=O)OC(C)(C)C)O)O)OC(=O)C6=CC=CC=C6)(CO4)OC(=O)C)OC)C)OC. Drug 2: N.N.Cl[Pt+2]Cl. Cell line: NCI/ADR-RES. Synergy scores: CSS=5.78, Synergy_ZIP=-0.537, Synergy_Bliss=3.61, Synergy_Loewe=-4.92, Synergy_HSA=1.16. (4) Drug 1: C1CC(=O)NC(=O)C1N2CC3=C(C2=O)C=CC=C3N. Drug 2: CC12CCC3C(C1CCC2O)C(CC4=C3C=CC(=C4)O)CCCCCCCCCS(=O)CCCC(C(F)(F)F)(F)F. Cell line: OVCAR3. Synergy scores: CSS=-3.74, Synergy_ZIP=5.17, Synergy_Bliss=-2.93, Synergy_Loewe=-3.71, Synergy_HSA=-4.33. (5) Drug 1: C1CCN(CC1)CCOC2=CC=C(C=C2)C(=O)C3=C(SC4=C3C=CC(=C4)O)C5=CC=C(C=C5)O. Drug 2: C1CC(=O)NC(=O)C1N2C(=O)C3=CC=CC=C3C2=O. Cell line: NCI-H322M. Synergy scores: CSS=7.51, Synergy_ZIP=-2.14, Synergy_Bliss=1.94, Synergy_Loewe=0.450, Synergy_HSA=0.626. (6) Synergy scores: CSS=62.1, Synergy_ZIP=-1.99, Synergy_Bliss=3.16, Synergy_Loewe=2.90, Synergy_HSA=5.58. Drug 2: CC1C(C(CC(O1)OC2CC(CC3=C2C(=C4C(=C3O)C(=O)C5=CC=CC=C5C4=O)O)(C(=O)C)O)N)O. Cell line: UO-31. Drug 1: CC=C1C(=O)NC(C(=O)OC2CC(=O)NC(C(=O)NC(CSSCCC=C2)C(=O)N1)C(C)C)C(C)C.